This data is from Full USPTO retrosynthesis dataset with 1.9M reactions from patents (1976-2016). The task is: Predict the reactants needed to synthesize the given product. (1) Given the product [C:25]([O:28][C:29]1[CH:34]=[CH:33][C:32]([CH:35]2[O:21][C@@H:18]3[C@@H:17]([CH2:22][OH:23])[O:16][C@@H:15]([N:6]4[C:5](=[O:24])[N:4]([CH2:1][CH:2]=[CH2:3])[C:12]5[C:11](=[O:13])[NH:10][C:9]([NH2:14])=[N:8][C:7]4=5)[C@@H:19]3[O:20]2)=[CH:31][CH:30]=1)(=[O:27])[CH3:26], predict the reactants needed to synthesize it. The reactants are: [CH2:1]([N:4]1[C:12]2[C:11](=[O:13])[NH:10][C:9]([NH2:14])=[N:8][C:7]=2[N:6]([C@H:15]2[C@H:19]([OH:20])[C@H:18]([OH:21])[C@@H:17]([CH2:22][OH:23])[O:16]2)[C:5]1=[O:24])[CH:2]=[CH2:3].[C:25]([O:28][C:29]1[CH:34]=[CH:33][C:32]([CH:35]=O)=[CH:31][CH:30]=1)(=[O:27])[CH3:26].CCOCC. (2) Given the product [NH2:1][C:5]1[CH:6]=[C:7]([C:17]([OH:19])=[O:18])[C:8]([OH:11])=[CH:9][CH:10]=1, predict the reactants needed to synthesize it. The reactants are: [NH:1]([C:5]1[CH:10]=[CH:9][C:8]([OH:11])=[CH:7][CH:6]=1)C(C)=O.[OH-].[K+].O=[Si]=O.[C:17](=[O:19])=[O:18].